This data is from Forward reaction prediction with 1.9M reactions from USPTO patents (1976-2016). The task is: Predict the product of the given reaction. Given the reactants Br[CH2:2][CH2:3][P:4]([CH2:7][CH2:8][P:9]([O:18][CH2:19][CH3:20])([CH2:11][CH2:12][C:13]([O:15][CH2:16][CH3:17])=[O:14])=[O:10])(=[O:6])[OH:5].[CH3:21][CH2:22][O:23][C:24]([S-:26])=[S:25].[K+].OP(O)(O)=O, predict the reaction product. The product is: [CH2:19]([O:18][P:9]([CH2:8][CH2:7][P:4]([CH2:3][CH2:2][S:26][C:24]([O:23][CH2:22][CH3:21])=[S:25])(=[O:6])[OH:5])([CH2:11][CH2:12][C:13]([O:15][CH2:16][CH3:17])=[O:14])=[O:10])[CH3:20].